From a dataset of Forward reaction prediction with 1.9M reactions from USPTO patents (1976-2016). Predict the product of the given reaction. (1) Given the reactants [Cl:1][C:2]1[S:6][C:5]([C:7]2[O:8][C:9]3[C:10](=[C:12]([C:16]([OH:18])=O)[CH:13]=[CH:14][CH:15]=3)[N:11]=2)=[CH:4][CH:3]=1.Cl.C(N=C=NCCCN(C)C)C.ON1C2C=CC=CC=2N=N1.Cl.Cl.[NH2:43][C@H:44]1[CH:49]2[CH2:50][CH2:51][N:46]([CH2:47][CH2:48]2)[CH2:45]1.C(N(CC)CC)C, predict the reaction product. The product is: [N:46]12[CH2:51][CH2:50][CH:49]([CH2:48][CH2:47]1)[C@H:44]([NH:43][C:16]([C:12]1[CH:13]=[CH:14][CH:15]=[C:9]3[O:8][C:7]([C:5]4[S:6][C:2]([Cl:1])=[CH:3][CH:4]=4)=[N:11][C:10]=13)=[O:18])[CH2:45]2. (2) Given the reactants [Br:1][C:2]1[CH:10]=[C:9]2[C:5]([CH2:6][N:7]([C@H:12]([CH:17]([CH3:19])[CH3:18])[C:13]([O:15][CH3:16])=[O:14])[C:8]2=[O:11])=[CH:4][CH:3]=1.Cl.CO[C:23](=O)[CH:24]([C:26]1C=CC=CC=1)N, predict the reaction product. The product is: [Br:1][C:2]1[CH:10]=[C:9]2[C:5]([CH2:6][N:7]([C@@H:12]([C:17]3[CH:19]=[CH:26][CH:24]=[CH:23][CH:18]=3)[C:13]([O:15][CH3:16])=[O:14])[C:8]2=[O:11])=[CH:4][CH:3]=1.